From a dataset of Full USPTO retrosynthesis dataset with 1.9M reactions from patents (1976-2016). Predict the reactants needed to synthesize the given product. Given the product [CH2:13]([O:17][C:18]1[CH:19]=[C:20]2[C:21](=[CH:40][CH:41]=1)[C:22](=[O:23])[N:24]([C:25]1[CH:30]=[CH:29][C:28]([N:31]3[CH2:35][CH2:34][CH:33]([N:36]([CH3:38])[CH3:37])[CH2:32]3)=[C:27]([F:39])[CH:26]=1)[CH:1]=[CH:42]2)[CH2:14][CH2:15][CH3:16], predict the reactants needed to synthesize it. The reactants are: [CH2:1]([Li])CCC.C(NC(C)C)(C)C.[CH2:13]([O:17][C:18]1[CH:41]=[CH:40][C:21]([C:22]([NH:24][C:25]2[CH:30]=[CH:29][C:28]([N:31]3[CH2:35][CH2:34][CH:33]([N:36]([CH3:38])[CH3:37])[CH2:32]3)=[C:27]([F:39])[CH:26]=2)=[O:23])=[C:20]([CH3:42])[CH:19]=1)[CH2:14][CH2:15][CH3:16].Cl.